Dataset: Forward reaction prediction with 1.9M reactions from USPTO patents (1976-2016). Task: Predict the product of the given reaction. (1) Given the reactants [CH2:1]([O:8][C:9]([N:11]1[CH2:15][C@@H:14]([NH2:16])[CH2:13][C@H:12]1[C:17]1[O:18][C:19]([CH3:22])=[CH:20][N:21]=1)=[O:10])[C:2]1[CH:7]=[CH:6][CH:5]=[CH:4][CH:3]=1.[OH:23][C:24]1[C:33]2[C:28](=[CH:29][CH:30]=[CH:31][CH:32]=2)[CH:27]=[CH:26][C:25]=1[C:34](O)=[O:35], predict the reaction product. The product is: [CH2:1]([O:8][C:9]([N:11]1[CH2:15][C@@H:14]([NH:16][C:34]([C:25]2[CH:26]=[CH:27][C:28]3[C:33](=[CH:32][CH:31]=[CH:30][CH:29]=3)[C:24]=2[OH:23])=[O:35])[CH2:13][C@H:12]1[C:17]1[O:18][C:19]([CH3:22])=[CH:20][N:21]=1)=[O:10])[C:2]1[CH:7]=[CH:6][CH:5]=[CH:4][CH:3]=1. (2) Given the reactants [CH3:1][O:2][C:3](=[O:11])[C:4]1[CH:9]=[CH:8][CH:7]=[N:6][C:5]=1F.Cl[C:13]1[CH:14]=[C:15]([CH:18]=[CH:19][C:20]=1[NH2:21])[O:16][CH3:17].C(Cl)[Cl:23], predict the reaction product. The product is: [Cl:23][C:14]1[CH:13]=[C:20]([NH:21][C:5]2[N:6]=[CH:7][CH:8]=[CH:9][C:4]=2[C:3]([O:2][CH3:1])=[O:11])[CH:19]=[CH:18][C:15]=1[O:16][CH3:17]. (3) Given the reactants [CH:1]1([O:6][CH:7]([C:11]2[CH:16]=[CH:15][C:14]([Cl:17])=[C:13]([Cl:18])[CH:12]=2)[C:8]([NH2:10])=[O:9])[CH2:5][CH2:4][CH2:3][CH2:2]1.[CH3:19][N:20]=[C:21]=[O:22], predict the reaction product. The product is: [CH:1]1([O:6][CH:7]([C:11]2[CH:16]=[CH:15][C:14]([Cl:17])=[C:13]([Cl:18])[CH:12]=2)[C:8]([NH:10][C:21]([NH:20][CH3:19])=[O:22])=[O:9])[CH2:5][CH2:4][CH2:3][CH2:2]1. (4) Given the reactants CC1C=C(C)C=C(C)C=1S([O-])(=O)=O.[NH2:14][N+:15]1[CH:20]=[C:19]([Cl:21])[CH:18]=[C:17]([O:22][CH2:23][C:24]2[CH:29]=[CH:28][CH:27]=[CH:26][CH:25]=2)[CH:16]=1.C([O-])([O-])=O.[K+].[K+].[C:36]([O:40][CH3:41])(=[O:39])[C:37]#[CH:38].C([O-])(O)=O.[Na+], predict the reaction product. The product is: [CH2:23]([O:22][C:17]1[C:16]2[N:15]([N:14]=[CH:38][C:37]=2[C:36]([O:40][CH3:41])=[O:39])[CH:20]=[C:19]([Cl:21])[CH:18]=1)[C:24]1[CH:25]=[CH:26][CH:27]=[CH:28][CH:29]=1. (5) Given the reactants [NH2:1][C:2]1[CH:7]=[CH:6][C:5]([Cl:8])=[CH:4][N:3]=1.[N:9]1[CH:14]=[CH:13][N:12]=[C:11]2[C:15]([O:17][C:18](=[O:19])[C:10]=12)=[O:16], predict the reaction product. The product is: [Cl:8][C:5]1[CH:6]=[CH:7][C:2]([NH:1][C:15]([C:11]2[C:10]([C:18]([OH:19])=[O:17])=[N:9][CH:14]=[CH:13][N:12]=2)=[O:16])=[N:3][CH:4]=1. (6) Given the reactants Br[C:2]1[CH:3]=[C:4]([C:15]#[N:16])[CH:5]=[C:6]2[C:10]=1[N:9]([CH3:11])[C:8]([C:12]([NH2:14])=[O:13])=[CH:7]2.[F:17][C:18]([F:30])([F:29])[O:19][C:20]1[CH:25]=[CH:24][C:23](B(O)O)=[CH:22][CH:21]=1, predict the reaction product. The product is: [C:15]([C:4]1[CH:5]=[C:6]2[C:10](=[C:2]([C:23]3[CH:22]=[CH:21][C:20]([O:19][C:18]([F:17])([F:29])[F:30])=[CH:25][CH:24]=3)[CH:3]=1)[N:9]([CH3:11])[C:8]([C:12]([NH2:14])=[O:13])=[CH:7]2)#[N:16].